From a dataset of Reaction yield outcomes from USPTO patents with 853,638 reactions. Predict the reaction yield, written as a fraction of the theoretical maximum amount of product (1.0 means a 100% yield; for example, 0.34 means a 34% yield). The reactants are C(O[C:6]([N:8]1[CH2:13][CH2:12][N:11](C2C(=O)N(CC(C)C)N=C(C3C=CC(C)=C(F)C=3)C=2C)[CH2:10][CH2:9]1)=O)(C)(C)C.[CH:34]1([CH2:37][N:38]2[C:43](=[O:44])[C:42]([CH2:45][CH2:46][CH2:47]OS(C)(=O)=O)=[CH:41][C:40]([C:53]3[CH:58]=[CH:57][C:56]([O:59][CH3:60])=[C:55]([F:61])[CH:54]=3)=[N:39]2)[CH2:36][CH2:35]1.CN1CCNCC1. No catalyst specified. The product is [CH:34]1([CH2:37][N:38]2[C:43](=[O:44])[C:42]([CH2:45][CH2:46][CH2:47][N:11]3[CH2:12][CH2:13][N:8]([CH3:6])[CH2:9][CH2:10]3)=[CH:41][C:40]([C:53]3[CH:58]=[CH:57][C:56]([O:59][CH3:60])=[C:55]([F:61])[CH:54]=3)=[N:39]2)[CH2:36][CH2:35]1. The yield is 0.620.